This data is from Peptide-MHC class I binding affinity with 185,985 pairs from IEDB/IMGT. The task is: Regression. Given a peptide amino acid sequence and an MHC pseudo amino acid sequence, predict their binding affinity value. This is MHC class I binding data. (1) The peptide sequence is QQWNFAGIEA. The MHC is HLA-A24:02 with pseudo-sequence HLA-A24:02. The binding affinity (normalized) is 0.309. (2) The peptide sequence is YFHKRDMRL. The MHC is HLA-B15:01 with pseudo-sequence HLA-B15:01. The binding affinity (normalized) is 0.0847.